From a dataset of Reaction yield outcomes from USPTO patents with 853,638 reactions. Predict the reaction yield, written as a fraction of the theoretical maximum amount of product (1.0 means a 100% yield; for example, 0.34 means a 34% yield). (1) The product is [CH3:14][C:15]1[C:19]([C:20]([N:22]2[CH2:23][CH2:24][N:25]([CH3:28])[CH2:26][CH2:27]2)=[O:21])=[C:18]([CH3:29])[NH:17][C:16]=1[CH:30]=[C:6]1[C:5]2[C:9](=[CH:10][CH:11]=[CH:12][C:4]=2[CH2:3][CH2:2][OH:1])[NH:8][C:7]1=[O:13]. The yield is 0.550. The reactants are [OH:1][CH2:2][CH2:3][C:4]1[CH:12]=[CH:11][CH:10]=[C:9]2[C:5]=1[CH2:6][C:7](=[O:13])[NH:8]2.[CH3:14][C:15]1[C:19]([C:20]([N:22]2[CH2:27][CH2:26][N:25]([CH3:28])[CH2:24][CH2:23]2)=[O:21])=[C:18]([CH3:29])[NH:17][C:16]=1[CH:30]=O. No catalyst specified. (2) The reactants are [C:1]([N:8]1[CH:12]=[CH:11][N:10]=[CH:9]1)(N1C=CN=C1)=[S:2].N[C:14]1C=NC=C[C:19]=1[N:20]1[CH2:25][CH2:24][CH:23]([CH3:26])[CH:22]([NH:27][C:28](=[O:34])[O:29][C:30]([CH3:33])([CH3:32])[CH3:31])[CH2:21]1. The catalyst is C1COCC1. The product is [N:8]([C:12]1[CH:11]=[N:10][CH:9]=[CH:14][C:19]=1[N:20]1[CH2:25][CH2:24][CH:23]([CH3:26])[CH:22]([NH:27][C:28](=[O:34])[O:29][C:30]([CH3:33])([CH3:32])[CH3:31])[CH2:21]1)=[C:1]=[S:2]. The yield is 0.540. (3) The reactants are C(OC([NH:8][CH:9]([CH3:31])[CH:10]([N:12]1[C:16]2=[N:17][C:18]([C:21]([O:23][CH2:24][CH3:25])=[O:22])=[CH:19][CH:20]=[C:15]2[CH:14]=[C:13]1[C:26]([O:28][CH2:29][CH3:30])=[O:27])[CH3:11])=O)(C)(C)C.C(O)(C(F)(F)F)=O. The catalyst is C(Cl)Cl. The product is [NH2:8][CH:9]([CH3:31])[CH:10]([N:12]1[C:16]2=[N:17][C:18]([C:21]([O:23][CH2:24][CH3:25])=[O:22])=[CH:19][CH:20]=[C:15]2[CH:14]=[C:13]1[C:26]([O:28][CH2:29][CH3:30])=[O:27])[CH3:11]. The yield is 0.830. (4) The reactants are [O:1]1[C:5]2[C:6]([C:10]([OH:12])=O)=[CH:7][CH:8]=[CH:9][C:4]=2[CH2:3][CH2:2]1.O1C2C(C(Cl)=O)=CC=CC=2CC1.S(Cl)(Cl)=O.[CH3:29][O:30][CH2:31][CH2:32][N:33]1[C:37]([CH3:38])=[C:36]([CH3:39])[S:35][C:34]1=[NH:40].CCN(CC)CC. The catalyst is C1COCC1.CCOC(C)=O. The product is [CH3:29][O:30][CH2:31][CH2:32][N:33]1[C:37]([CH3:38])=[C:36]([CH3:39])[S:35]/[C:34]/1=[N:40]\[C:10]([C:6]1[C:5]2[O:1][CH2:2][CH2:3][C:4]=2[CH:9]=[CH:8][CH:7]=1)=[O:12]. The yield is 0.340. (5) The reactants are [CH:1]1([CH:4]([C:18]2[CH:23]=[CH:22][CH:21]=[CH:20][CH:19]=2)[NH:5][C:6]([C:8]2[CH:9]=[C:10]3[C:14](=[CH:15][CH:16]=2)[NH:13][N:12]=[C:11]3I)=[O:7])[CH2:3][CH2:2]1.B1([C:33]2[CH:38]=[CH:37][CH:36]=[C:35]([N:39]3[CH2:44][CH2:43][O:42][CH2:41][CH2:40]3)[CH:34]=2)OC(C)(C)C(C)(C)O1.C([O-])([O-])=O.[Na+].[Na+]. The catalyst is C1C=CC([P]([Pd]([P](C2C=CC=CC=2)(C2C=CC=CC=2)C2C=CC=CC=2)([P](C2C=CC=CC=2)(C2C=CC=CC=2)C2C=CC=CC=2)[P](C2C=CC=CC=2)(C2C=CC=CC=2)C2C=CC=CC=2)(C2C=CC=CC=2)C2C=CC=CC=2)=CC=1.C1(C)C=CC=CC=1.CCO. The product is [CH:1]1([CH:4]([C:18]2[CH:23]=[CH:22][CH:21]=[CH:20][CH:19]=2)[NH:5][C:6]([C:8]2[CH:9]=[C:10]3[C:14](=[CH:15][CH:16]=2)[NH:13][N:12]=[C:11]3[C:33]2[CH:38]=[CH:37][CH:36]=[C:35]([N:39]3[CH2:40][CH2:41][O:42][CH2:43][CH2:44]3)[CH:34]=2)=[O:7])[CH2:3][CH2:2]1. The yield is 0.360. (6) The reactants are [Cl:1][C:2]1[CH:11]=[C:10]([C:12](N(OC)C)=[O:13])[C:9]([N:18]2[CH2:22][CH2:21][C@@H:20]([OH:23])[CH2:19]2)=[C:8]2[C:3]=1[CH:4]=[CH:5][CH:6]=[N:7]2.[CH3:24][Mg]Br. The catalyst is O1CCCC1. The product is [Cl:1][C:2]1[CH:11]=[C:10]([C:12](=[O:13])[CH3:24])[C:9]([N:18]2[CH2:22][CH2:21][C@@H:20]([OH:23])[CH2:19]2)=[C:8]2[C:3]=1[CH:4]=[CH:5][CH:6]=[N:7]2. The yield is 0.950. (7) The reactants are F[C:2]1[N:7]2[CH:8]=[C:9]([CH2:11][N:12]3[C@H:25]4[C@H:16]([CH2:17][CH2:18][C:19]5[C:24]4=[N:23][CH:22]=[CH:21][CH:20]=5)[CH2:15][CH2:14][CH2:13]3)[N:10]=[C:6]2[CH:5]=[CH:4][CH:3]=1.C(=O)([O-])[O-].[K+].[K+].Cl.Cl.[CH3:34][N:35]([CH3:42])[CH:36]1[CH2:41][CH2:40][NH:39][CH2:38][CH2:37]1. The catalyst is CS(C)=O. The product is [N:12]1([CH2:11][C:9]2[N:10]=[C:6]3[CH:5]=[CH:4][CH:3]=[C:2]([N:39]4[CH2:40][CH2:41][CH:36]([N:35]([CH3:42])[CH3:34])[CH2:37][CH2:38]4)[N:7]3[CH:8]=2)[C@H:25]2[C@H:16]([CH2:17][CH2:18][C:19]3[C:24]2=[N:23][CH:22]=[CH:21][CH:20]=3)[CH2:15][CH2:14][CH2:13]1. The yield is 0.980.